From a dataset of Full USPTO retrosynthesis dataset with 1.9M reactions from patents (1976-2016). Predict the reactants needed to synthesize the given product. (1) Given the product [CH3:30][O:29][C:25]1[CH:24]=[C:23]([C:20]2[N:19]=[N:18][C:17]([NH:15][NH:16][C:59](=[O:60])[CH2:58][O:57][C:51]3[C:50]4[C:55](=[CH:56][C:47]([O:46][CH3:45])=[CH:48][CH:49]=4)[N:54]=[CH:53][CH:52]=3)=[N:22][CH:21]=2)[CH:28]=[CH:27][CH:26]=1, predict the reactants needed to synthesize it. The reactants are: N(C1N=NC(C2C=CC=CC=2)=CN=1)N.[NH:15]([C:17]1[N:18]=[N:19][C:20]([C:23]2[CH:28]=[CH:27][CH:26]=[C:25]([O:29][CH3:30])[CH:24]=2)=[CH:21][N:22]=1)[NH2:16].N1C2C(=CC(CC(O)=O)=CC=2)C=CC=1.[CH3:45][O:46][C:47]1[CH:56]=[C:55]2[C:50]([C:51]([O:57][CH2:58][C:59](O)=[O:60])=[CH:52][CH:53]=[N:54]2)=[CH:49][CH:48]=1. (2) Given the product [CH2:22]([NH:25][C:26]([N:9]1[C:8]([NH:7][C:5](=[O:6])[CH2:4][C:3](=[O:19])[C:2]([F:1])([F:20])[F:21])=[CH:12][C:11]([C:13]2[CH:14]=[CH:15][CH:16]=[CH:17][CH:18]=2)=[N:10]1)=[O:27])[CH:23]=[CH2:24], predict the reactants needed to synthesize it. The reactants are: [F:1][C:2]([F:21])([F:20])[C:3](=[O:19])[CH2:4][C:5]([NH:7][C:8]1[NH:9][N:10]=[C:11]([C:13]2[CH:18]=[CH:17][CH:16]=[CH:15][CH:14]=2)[CH:12]=1)=[O:6].[CH2:22]([N:25]=[C:26]=[O:27])[CH:23]=[CH2:24]. (3) Given the product [Br:1][C:2]1[CH:9]=[C:8]([S:10][C:11]2[CH:16]=[CH:15][C:14]([Cl:17])=[C:13]([Cl:18])[CH:12]=2)[CH:7]=[CH:6][C:3]=1[CH2:4][O:5][CH2:28][O:29][CH3:30], predict the reactants needed to synthesize it. The reactants are: [Br:1][C:2]1[CH:9]=[C:8]([S:10][C:11]2[CH:16]=[CH:15][C:14]([Cl:17])=[C:13]([Cl:18])[CH:12]=2)[CH:7]=[CH:6][C:3]=1[CH2:4][OH:5].C(N(CC)C(C)C)(C)C.[CH3:28][O:29][CH2:30]Cl.O. (4) Given the product [C:32]([N:27]1[CH2:28][CH2:29][CH2:30][C@H:26]1[CH2:25][O:24][C:18]1[CH:17]=[C:16]2[C:21]([C:12]([O:11][C:10]3[C:2]([F:1])=[C:3]4[C:7](=[CH:8][CH:9]=3)[NH:6][C:5]([CH3:31])=[CH:4]4)=[N:13][CH:14]=[N:15]2)=[CH:20][C:19]=1[O:22][CH3:23])(=[O:34])[CH3:33], predict the reactants needed to synthesize it. The reactants are: [F:1][C:2]1[C:10]([O:11][C:12]2[C:21]3[C:16](=[CH:17][C:18]([O:24][CH2:25][C@@H:26]4[CH2:30][CH2:29][CH2:28][NH:27]4)=[C:19]([O:22][CH3:23])[CH:20]=3)[N:15]=[CH:14][N:13]=2)=[CH:9][CH:8]=[C:7]2[C:3]=1[CH:4]=[C:5]([CH3:31])[NH:6]2.[C:32](Cl)(=[O:34])[CH3:33]. (5) Given the product [CH:8]([C:7]1[CH:10]=[CH:11][C:4]([C:1]([Cl:20])=[O:2])=[CH:5][CH:6]=1)=[O:9], predict the reactants needed to synthesize it. The reactants are: [C:1]([C:4]1[CH:11]=[CH:10][C:7]([CH:8]=[O:9])=[CH:6][CH:5]=1)(O)=[O:2].O1CCCC1.C(Cl)(=O)C([Cl:20])=O. (6) Given the product [F:52][C:49]1[CH:48]=[CH:47][C:46]([C:43]2[S:42][C:41]([CH2:40][C:35]3[CH:34]=[C:33]([C@@:12]45[O:11][C@@:10]([CH2:53][OH:54])([CH2:55][O:31]4)[C@@H:9]([OH:8])[C@H:14]([OH:15])[C@H:13]5[OH:23])[CH:38]=[CH:37][C:36]=3[CH3:39])=[CH:45][CH:44]=2)=[CH:51][CH:50]=1, predict the reactants needed to synthesize it. The reactants are: C([O:8][C@H:9]1[C@H:14]([O:15]CC2C=CC=CC=2)[C@@H:13]([O:23]CC2C=CC=CC=2)[C@@:12]([C:33]2[CH:38]=[CH:37][C:36]([CH3:39])=[C:35]([CH2:40][C:41]3[S:42][C:43]([C:46]4[CH:51]=[CH:50][C:49]([F:52])=[CH:48][CH:47]=4)=[CH:44][CH:45]=3)[CH:34]=2)([O:31]C)[O:11][C:10]1([CH2:55]O)[CH2:53][OH:54])C1C=CC=CC=1.